From a dataset of Forward reaction prediction with 1.9M reactions from USPTO patents (1976-2016). Predict the product of the given reaction. (1) Given the reactants [CH3:1][O:2][CH2:3][C@@H:4]([O:6][C:7]1[CH:8]=[C:9]([CH:14]=[C:15]([O:17][CH2:18][C:19]2[CH:24]=[CH:23][CH:22]=[CH:21][CH:20]=2)[CH:16]=1)[C:10]([O:12]C)=[O:11])[CH3:5].[OH-].[Na+], predict the reaction product. The product is: [CH3:1][O:2][CH2:3][C@@H:4]([O:6][C:7]1[CH:8]=[C:9]([CH:14]=[C:15]([O:17][CH2:18][C:19]2[CH:20]=[CH:21][CH:22]=[CH:23][CH:24]=2)[CH:16]=1)[C:10]([OH:12])=[O:11])[CH3:5]. (2) Given the reactants [C:1]1([C:21]2[CH:26]=[CH:25][CH:24]=[CH:23][CH:22]=2)[CH:6]=[CH:5][C:4]([CH2:7][C@@H:8]([N:12]([C:14]([O:16]C(C)(C)C)=[O:15])[CH3:13])[C:9]([OH:11])=O)=[CH:3][CH:2]=1.ON1C2N=C[CH:35]=[CH:36][C:31]=2N=N1.Cl.[CH3:38]N(C)CCCN=C=NCC.[CH3:49][NH:50][C:51](=[O:62])[CH:52]([NH:60][CH3:61])[CH2:53][C:54]1[CH:59]=[CH:58][CH:57]=[CH:56][CH:55]=1.C(N(C(C)C)CC)(C)C, predict the reaction product. The product is: [C:36]([O:16][C:14](=[O:15])[N:12]([C@@H:8]([C:9](=[O:11])[N:60]([CH3:61])[C@@H:52]([C:51](=[O:62])[NH:50][CH3:49])[CH2:53][C:54]1[CH:59]=[CH:58][CH:57]=[CH:56][CH:55]=1)[CH2:7][C:4]1[CH:3]=[CH:2][C:1]([C:21]2[CH:26]=[CH:25][CH:24]=[CH:23][CH:22]=2)=[CH:6][CH:5]=1)[CH3:13])([CH3:35])([CH3:31])[CH3:38]. (3) Given the reactants [Li]CCCC.CC1(C)CCCC(C)(C)N1.[Cl:16][C:17]1[N:18]=[N:19][C:20]([O:23][CH3:24])=[CH:21][CH:22]=1.[I:25]I, predict the reaction product. The product is: [Cl:16][C:17]1[N:18]=[N:19][C:20]([O:23][CH3:24])=[C:21]([I:25])[CH:22]=1. (4) Given the reactants [Cl-].[Li+].Cl[C:4]1[CH:9]=[C:8]([C:10]2[C:11]3[N:12]([C:26]([CH2:29][CH3:30])=[CH:27][CH:28]=3)[N:13]=[C:14]([CH3:25])[C:15]=2[CH2:16][CH2:17][CH2:18][CH2:19][C:20]([O:22][CH2:23][CH3:24])=[O:21])[CH:7]=[CH:6][N:5]=1.[CH2:31]([Sn](CCCC)(CCCC)C=C)[CH2:32]CC.[F-].[K+], predict the reaction product. The product is: [CH2:29]([C:26]1[N:12]2[N:13]=[C:14]([CH3:25])[C:15]([CH2:16][CH2:17][CH2:18][CH2:19][C:20]([O:22][CH2:23][CH3:24])=[O:21])=[C:10]([C:8]3[CH:7]=[CH:6][N:5]=[C:4]([CH:31]=[CH2:32])[CH:9]=3)[C:11]2=[CH:28][CH:27]=1)[CH3:30]. (5) Given the reactants [NH:1]1[CH2:6][CH2:5][O:4][CH2:3][C:2]1=[O:7].I[C:9]1[CH:15]=[CH:14][C:12]([NH2:13])=[CH:11][CH:10]=1.CNCCNC.C([O-])([O-])=O.[K+].[K+], predict the reaction product. The product is: [O:7]=[C:2]1[CH2:3][O:4][CH2:5][CH2:6][N:1]1[C:9]1[CH:15]=[CH:14][C:12]([NH2:13])=[CH:11][CH:10]=1.